Dataset: Full USPTO retrosynthesis dataset with 1.9M reactions from patents (1976-2016). Task: Predict the reactants needed to synthesize the given product. Given the product [Br:17][C:18]1[CH:19]=[CH:20][C:21](=[O:24])[N:22]([CH2:9][C:8]2([OH:10])[CH2:11][CH2:12][N:5]([CH2:4][C:3]3[CH:13]=[CH:14][CH:15]=[CH:16][C:2]=3[F:1])[CH2:6][CH2:7]2)[CH:23]=1, predict the reactants needed to synthesize it. The reactants are: [F:1][C:2]1[CH:16]=[CH:15][CH:14]=[CH:13][C:3]=1[CH2:4][N:5]1[CH2:12][CH2:11][C:8]2([O:10][CH2:9]2)[CH2:7][CH2:6]1.[Br:17][C:18]1[CH:19]=[CH:20][C:21]([OH:24])=[N:22][CH:23]=1.C(=O)([O-])[O-].[K+].[K+].Cl.CCO.